Dataset: Catalyst prediction with 721,799 reactions and 888 catalyst types from USPTO. Task: Predict which catalyst facilitates the given reaction. Reactant: [C:1]([C:5]1[N:10]=[C:9]([O:11][CH3:12])[C:8]([C:13](OCC)=[O:14])=[CH:7][N:6]=1)([CH3:4])([CH3:3])[CH3:2].[H-].[H-].[H-].[H-].[Li+].[Al+3]. Product: [C:1]([C:5]1[N:10]=[C:9]([O:11][CH3:12])[C:8]([CH2:13][OH:14])=[CH:7][N:6]=1)([CH3:4])([CH3:2])[CH3:3]. The catalyst class is: 1.